From a dataset of Full USPTO retrosynthesis dataset with 1.9M reactions from patents (1976-2016). Predict the reactants needed to synthesize the given product. (1) Given the product [NH2:1][C:2]1[CH:9]=[C:8]([O:10][CH3:11])[C:7]([Br:12])=[CH:6][C:3]=1[CH:4]=[O:5], predict the reactants needed to synthesize it. The reactants are: [NH2:1][C:2]1[CH:9]=[C:8]([O:10][CH3:11])[CH:7]=[CH:6][C:3]=1[CH:4]=[O:5].[Br:12]N1C(=O)CCC1=O.S([O-])([O-])(=O)=O.[Na+].[Na+]. (2) The reactants are: CN(C)C=[C:4]1[CH:8]=[C:7]([CH3:9])[CH:6]=[C:5]1[C:10]([CH3:13])([CH3:12])[CH3:11].[C:15]([C:19]1[CH:20]=[C:21]([Li])[C:22]2[CH2:23][C:24]3[C:29]([C:30]=2[CH:31]=1)=[CH:28][C:27]([C:32]([CH3:35])([CH3:34])[CH3:33])=[CH:26][CH:25]=3)([CH3:18])([CH3:17])[CH3:16].[C:37](C1C=CC2CC3C(C=2C=1)=CC(C(C)(C)C)=CC=3)(C)(C)C.C([Li])CCC.[H-].[H-].[H-].[H-].[Li+].[Al+3]. Given the product [C:15]([C:19]1[CH:20]=[CH:21][C:22]2[CH:23]([CH2:9][C:7]3[C:8]([CH3:37])=[CH:4][CH:5]([C:10]([CH3:11])([CH3:12])[CH3:13])[CH:6]=3)[C:24]3[C:29]([C:30]=2[CH:31]=1)=[CH:28][C:27]([C:32]([CH3:35])([CH3:34])[CH3:33])=[CH:26][CH:25]=3)([CH3:18])([CH3:17])[CH3:16], predict the reactants needed to synthesize it.